Regression. Given a peptide amino acid sequence and an MHC pseudo amino acid sequence, predict their binding affinity value. This is MHC class II binding data. From a dataset of Peptide-MHC class II binding affinity with 134,281 pairs from IEDB. (1) The peptide sequence is DCLLCAYSIEFGTNISKEHD. The MHC is HLA-DPA10201-DPB11401 with pseudo-sequence HLA-DPA10201-DPB11401. The binding affinity (normalized) is 0.396. (2) The peptide sequence is TLTPMMSSKFPELGM. The MHC is DRB1_0101 with pseudo-sequence DRB1_0101. The binding affinity (normalized) is 0.205.